This data is from Full USPTO retrosynthesis dataset with 1.9M reactions from patents (1976-2016). The task is: Predict the reactants needed to synthesize the given product. (1) Given the product [ClH:25].[CH3:1][O:2][CH2:3][CH2:4][CH2:5][NH:6][C:7](=[O:21])[C@H:8]([CH2:17][CH:18]([CH3:19])[CH3:20])[NH2:9], predict the reactants needed to synthesize it. The reactants are: [CH3:1][O:2][CH2:3][CH2:4][CH2:5][NH:6][C:7](=[O:21])[C@H:8]([CH2:17][CH:18]([CH3:20])[CH3:19])[NH:9]C(OC(C)(C)C)=O.C([Cl:25])(=O)C. (2) Given the product [CH3:14][O:13][C:8]1[CH:7]=[C:3]2[C:2](=[CH:10][C:9]=1[O:11][CH3:12])[N:1]=[C:18]([CH3:19])[N:25]([CH:26]1[CH2:31][CH2:30][C:29](=[O:32])[NH:28][C:27]1=[O:33])[C:4]2=[O:6], predict the reactants needed to synthesize it. The reactants are: [NH2:1][C:2]1[CH:10]=[C:9]([O:11][CH3:12])[C:8]([O:13][CH3:14])=[CH:7][C:3]=1[C:4]([OH:6])=O.N1[CH:19]=[CH:18]N=C1.C(Cl)(=O)C.Cl.[NH2:25][CH:26]1[CH2:31][CH2:30][C:29](=[O:32])[NH:28][C:27]1=[O:33].P(OC1C=CC=CC=1)(OC1C=CC=CC=1)OC1C=CC=CC=1. (3) Given the product [F:26][C:2]([F:25])([F:1])[C@H:3]([N:12]1[CH2:16][CH2:15][C@H:14]([NH:17][C:18](=[O:24])[O:19][C:20]([CH3:22])([CH3:23])[CH3:21])[CH2:13]1)[C:4]1[CH:5]=[N:6][C:7]([NH:10]/[N:11]=[CH:42]/[C:33]2[CH:32]=[CH:31][C:30]3[C:35](=[C:36]([O:38][CH:39]([CH3:41])[CH3:40])[CH:37]=[C:28]([F:27])[CH:29]=3)[N:34]=2)=[CH:8][CH:9]=1, predict the reactants needed to synthesize it. The reactants are: [F:1][C:2]([F:26])([F:25])[C@H:3]([N:12]1[CH2:16][CH2:15][C@H:14]([NH:17][C:18](=[O:24])[O:19][C:20]([CH3:23])([CH3:22])[CH3:21])[CH2:13]1)[C:4]1[CH:5]=[N:6][C:7]([NH:10][NH2:11])=[CH:8][CH:9]=1.[F:27][C:28]1[CH:29]=[C:30]2[C:35](=[C:36]([O:38][CH:39]([CH3:41])[CH3:40])[CH:37]=1)[N:34]=[C:33]([CH:42]=O)[CH:32]=[CH:31]2. (4) Given the product [CH3:1][C:2]1[C:11]2[O:10][CH2:9][C:8](=[O:12])[NH:7][C:6]=2[CH:5]=[C:4]([C:13]2[CH:20]=[CH:19][CH:18]=[C:15]([CH:16]([OH:17])[C:25]([F:28])([F:27])[F:26])[CH:14]=2)[CH:3]=1, predict the reactants needed to synthesize it. The reactants are: [CH3:1][C:2]1[C:11]2[O:10][CH2:9][C:8](=[O:12])[NH:7][C:6]=2[CH:5]=[C:4]([C:13]2[CH:14]=[C:15]([CH:18]=[CH:19][CH:20]=2)[CH:16]=[O:17])[CH:3]=1.[Si]([C:25]([F:28])([F:27])[F:26])(C)(C)C. (5) Given the product [Br:1][C:2]1[N:7]2[CH:8]=[C:9]([NH2:11])[N:10]=[C:6]2[C:5]([N:17]2[CH2:18][CH2:19][O:20][CH2:21][CH2:22]2)=[N:4][CH:3]=1, predict the reactants needed to synthesize it. The reactants are: [Br:1][C:2]1[N:7]2[CH:8]=[C:9]([NH:11]C(=O)OCC)[N:10]=[C:6]2[C:5]([N:17]2[CH2:22][CH2:21][O:20][CH2:19][CH2:18]2)=[N:4][CH:3]=1. (6) Given the product [N:26]1[CH:27]=[CH:28][C:23]([C:9]2([S:12]([NH2:15])(=[O:14])=[O:13])[CH2:11][CH2:10]2)=[CH:24][CH:25]=1.[C:1]([NH:5][C:6](=[O:7])[O-:8])([CH3:4])([CH3:3])[CH3:2], predict the reactants needed to synthesize it. The reactants are: [C:1]([NH:5][C:6](=[O:8])[OH:7])([CH3:4])([CH3:3])[CH3:2].[CH:9]1([S:12]([NH2:15])(=[O:14])=[O:13])[CH2:11][CH2:10]1.[Li]CCCC.BrC[C:23]1[CH:28]=[CH:27][N:26]=[CH:25][CH:24]=1.Br.BrCC1C=CN=CC=1.C(=O)(O)[O-].[Na+].